From a dataset of Full USPTO retrosynthesis dataset with 1.9M reactions from patents (1976-2016). Predict the reactants needed to synthesize the given product. (1) Given the product [CH3:1][C:2]1([CH3:30])[C:11]2[C:6](=[CH:7][CH:8]=[C:9]([CH:12]([CH2:25][CH2:26][CH2:27][CH2:28][CH3:29])[CH2:13][O:14][C:15]3[CH:16]=[CH:17][C:18]([C:19]([OH:21])=[O:20])=[CH:23][CH:24]=3)[CH:10]=2)[S:5][CH2:4][CH2:3]1, predict the reactants needed to synthesize it. The reactants are: [CH3:1][C:2]1([CH3:30])[C:11]2[C:6](=[CH:7][CH:8]=[C:9]([CH:12]([CH2:25][CH2:26][CH2:27][CH2:28][CH3:29])[CH2:13][O:14][C:15]3[CH:24]=[CH:23][C:18]([C:19]([O:21]C)=[O:20])=[CH:17][CH:16]=3)[CH:10]=2)[S:5][CH2:4][CH2:3]1.O.[OH-].[Li+]. (2) Given the product [CH3:1][O:2][C:3](=[O:25])[C:4]1[CH:9]=[CH:8][C:7]([O:10][CH2:29][CH2:28][CH2:27][Br:26])=[CH:6][C:5]=1[NH:11][C:12](=[O:24])[C:13]1[CH:18]=[CH:17][C:16]([O:19][C:20]([F:22])([F:21])[F:23])=[CH:15][CH:14]=1, predict the reactants needed to synthesize it. The reactants are: [CH3:1][O:2][C:3](=[O:25])[C:4]1[CH:9]=[CH:8][C:7]([OH:10])=[CH:6][C:5]=1[NH:11][C:12](=[O:24])[C:13]1[CH:18]=[CH:17][C:16]([O:19][C:20]([F:23])([F:22])[F:21])=[CH:15][CH:14]=1.[Br:26][CH2:27][CH2:28][CH2:29]Br.C(=O)([O-])[O-].[K+].[K+].